The task is: Predict which catalyst facilitates the given reaction.. This data is from Catalyst prediction with 721,799 reactions and 888 catalyst types from USPTO. Reactant: C(OC(NC(C)(C)C=C(C#N)C(N1CCCC1CN1C2C=CC(CN([C@@H](C)C(C)(C)C)C(=O)OC(C)(C)C)=CC=2N=C1[NH:44][C:45](=[O:53])[C:46]1[CH:51]=[CH:50][C:49]([Cl:52])=[CH:48][CH:47]=1)=O)=O)(C)(C)C.C(O)(C(F)(F)F)=O. Product: [Cl:52][C:49]1[CH:50]=[CH:51][C:46]([C:45]([NH2:44])=[O:53])=[CH:47][CH:48]=1. The catalyst class is: 326.